This data is from Peptide-MHC class II binding affinity with 134,281 pairs from IEDB. The task is: Regression. Given a peptide amino acid sequence and an MHC pseudo amino acid sequence, predict their binding affinity value. This is MHC class II binding data. (1) The peptide sequence is NRVWNSFQIEEFGTGE. The MHC is DRB1_0301 with pseudo-sequence DRB1_0301. The binding affinity (normalized) is 0.257. (2) The peptide sequence is KFKVAATAANAAPAN. The MHC is DRB1_1001 with pseudo-sequence DRB1_1001. The binding affinity (normalized) is 0.599. (3) The peptide sequence is TKKFDEVVKANGGYL. The MHC is HLA-DPA10103-DPB10401 with pseudo-sequence HLA-DPA10103-DPB10401. The binding affinity (normalized) is 0.276. (4) The peptide sequence is QCCDLDPQARVAIKSLTERL. The MHC is DRB1_0401 with pseudo-sequence DRB1_0401. The binding affinity (normalized) is 0.287.